Dataset: Reaction yield outcomes from USPTO patents with 853,638 reactions. Task: Predict the reaction yield, written as a fraction of the theoretical maximum amount of product (1.0 means a 100% yield; for example, 0.34 means a 34% yield). (1) The reactants are C([O:3][C:4]([C:6]1[C:14]2[CH2:13][CH2:12][NH:11][C:10](=[O:15])[C:9]=2[N:8]([C:16]2[CH:21]=[CH:20][C:19]([O:22][CH3:23])=[CH:18][CH:17]=2)[N:7]=1)=[O:5])C.I[C:25]1[CH:30]=[CH:29][C:28]([N:31]2[CH2:36][CH2:35][CH2:34][CH2:33][C:32]2=[O:37])=[CH:27][CH:26]=1.C([O-])([O-])=O.[K+].[K+].OC1C=CC=C2C=1N=CC=C2.[NH4+].[OH-]. The catalyst is CS(C)=O.[Cu]I.C(OCC)(=O)C. The product is [CH3:23][O:22][C:19]1[CH:18]=[CH:17][C:16]([N:8]2[C:9]3[C:10](=[O:15])[N:11]([C:25]4[CH:30]=[CH:29][C:28]([N:31]5[CH2:36][CH2:35][CH2:34][CH2:33][C:32]5=[O:37])=[CH:27][CH:26]=4)[CH2:12][CH2:13][C:14]=3[C:6]([C:4]([OH:3])=[O:5])=[N:7]2)=[CH:21][CH:20]=1. The yield is 0.680. (2) The reactants are [CH:1]1([C@H:7]([NH:15][C:16]([C:18]2[CH:23]=[CH:22][C:21]([C:24]3[CH:29]=[CH:28][CH:27]=[CH:26][CH:25]=3)=[CH:20][C:19]=2[N+:30]([O-])=O)=[O:17])[C:8]([O:10][C:11]([CH3:14])([CH3:13])[CH3:12])=[O:9])[CH2:6][CH2:5][CH2:4][CH2:3][CH2:2]1. The catalyst is [Pd]. The product is [NH2:30][C:19]1[CH:20]=[C:21]([C:24]2[CH:25]=[CH:26][CH:27]=[CH:28][CH:29]=2)[CH:22]=[CH:23][C:18]=1[C:16]([NH:15][C@@H:7]([CH:1]1[CH2:2][CH2:3][CH2:4][CH2:5][CH2:6]1)[C:8]([O:10][C:11]([CH3:14])([CH3:13])[CH3:12])=[O:9])=[O:17]. The yield is 0.840. (3) The reactants are [CH2:1]([NH:4][C:5]1[N:6]([C:23]2[CH:24]=[C:25]([CH:30]=[CH:31][C:32]=2[CH3:33])[C:26]([O:28]C)=[O:27])[C:7](=[O:22])[C:8]([Cl:21])=[C:9]([O:11][CH2:12][C:13]2[CH:18]=[CH:17][C:16]([F:19])=[CH:15][C:14]=2[F:20])[N:10]=1)[CH:2]=[CH2:3].[OH-].[Na+].C(O)(=O)CC(CC(O)=O)(C(O)=O)O. The catalyst is O1CCOCC1. The product is [CH2:1]([NH:4][C:5]1[N:6]([C:23]2[CH:24]=[C:25]([CH:30]=[CH:31][C:32]=2[CH3:33])[C:26]([OH:28])=[O:27])[C:7](=[O:22])[C:8]([Cl:21])=[C:9]([O:11][CH2:12][C:13]2[CH:18]=[CH:17][C:16]([F:19])=[CH:15][C:14]=2[F:20])[N:10]=1)[CH:2]=[CH2:3]. The yield is 0.840. (4) The reactants are [C:1]1([C:7]2[CH:8]=[C:9]([C:16]([OH:18])=O)[S:10][C:11]=2[C:12]([F:15])([F:14])[F:13])[CH:6]=[CH:5][CH:4]=[CH:3][CH:2]=1.CC[N:21]=[C:22]=[N:23]CCCN(C)C.[CH:30]1[CH:31]=[CH:32][C:33]2N(O)N=[N:36][C:34]=2C=1.[CH3:40]N(C=O)C. No catalyst specified. The product is [CH3:40][C:33]1[CH:34]=[N:36][CH:30]=[CH:31][C:32]=1[C:22]1[N:23]=[C:16]([C:9]2[S:10][C:11]([C:12]([F:13])([F:14])[F:15])=[C:7]([C:1]3[CH:2]=[CH:3][CH:4]=[CH:5][CH:6]=3)[CH:8]=2)[O:18][N:21]=1. The yield is 0.566.